Dataset: Reaction yield outcomes from USPTO patents with 853,638 reactions. Task: Predict the reaction yield, written as a fraction of the theoretical maximum amount of product (1.0 means a 100% yield; for example, 0.34 means a 34% yield). (1) The reactants are O[C@@H](C1C=CC=CC=1)C([O-])=O.[Br:12][C:13]1[C:18](=[O:19])[N:17]2[C:20]([CH3:23])=[CH:21][S:22][C:16]2=[N:15][C:14]=1[C@@H:24]([NH3+:26])[CH3:25].[C:27]([O:31][C:32](O[C:32]([O:31][C:27]([CH3:30])([CH3:29])[CH3:28])=[O:33])=[O:33])([CH3:30])([CH3:29])[CH3:28].C(=O)(O)[O-].[Na+]. The catalyst is C1COCC1.O. The product is [Br:12][C:13]1[C:18](=[O:19])[N:17]2[C:20]([CH3:23])=[CH:21][S:22][C:16]2=[N:15][C:14]=1[C@@H:24]([NH:26][C:32](=[O:33])[O:31][C:27]([CH3:30])([CH3:29])[CH3:28])[CH3:25]. The yield is 1.26. (2) The reactants are O[CH2:2][CH:3]([CH2:14][O:15][C:16]([C:29]1[CH:34]=[CH:33][CH:32]=[CH:31][CH:30]=1)([C:23]1[CH:28]=[CH:27][CH:26]=[CH:25][CH:24]=1)[C:17]1[CH:22]=[CH:21][CH:20]=[CH:19][CH:18]=1)[CH2:4][CH2:5][N:6]1[CH:11]=[CH:10][C:9](=[O:12])[NH:8][C:7]1=[O:13].C1(P(C2C=CC=CC=2)C2C=CC=CC=2)C=CC=CC=1.C(Br)(Br)(Br)[Br:55].C([O-])(O)=O.[Na+]. The catalyst is CN(C=O)C. The product is [Br:55][CH2:2][CH:3]([CH2:14][O:15][C:16]([C:29]1[CH:34]=[CH:33][CH:32]=[CH:31][CH:30]=1)([C:23]1[CH:28]=[CH:27][CH:26]=[CH:25][CH:24]=1)[C:17]1[CH:22]=[CH:21][CH:20]=[CH:19][CH:18]=1)[CH2:4][CH2:5][N:6]1[CH:11]=[CH:10][C:9](=[O:12])[NH:8][C:7]1=[O:13]. The yield is 0.570. (3) The reactants are [C:1]([C:5]1[CH:24]=[C:23]([F:25])[CH:22]=[CH:21][C:6]=1[O:7][CH:8]1[CH2:13][CH2:12][N:11]([C:14]([C:16]2[N:20]=[CH:19][NH:18][N:17]=2)=[O:15])[CH2:10][CH2:9]1)([CH3:4])([CH3:3])[CH3:2].[CH3:26][S:27](Cl)(=[O:29])=[O:28]. The catalyst is N1C=CC=CC=1. The product is [C:1]([C:5]1[CH:24]=[C:23]([F:25])[CH:22]=[CH:21][C:6]=1[O:7][CH:8]1[CH2:9][CH2:10][N:11]([C:14]([C:16]2[N:20]=[CH:19][N:18]([S:27]([CH3:26])(=[O:29])=[O:28])[N:17]=2)=[O:15])[CH2:12][CH2:13]1)([CH3:4])([CH3:2])[CH3:3]. The yield is 0.990. (4) The reactants are N#N.[NH2:3][C:4]1[N:9]=[C:8](/[CH:10]=[CH:11]/[CH2:12][CH2:13][OH:14])[CH:7]=[C:6]([NH:15][C:16]2[CH:21]=[CH:20][C:19]([O:22][C:23]3[CH:28]=[CH:27][N:26]=[C:25]([C:29]([F:32])([F:31])[F:30])[CH:24]=3)=[CH:18][CH:17]=2)[N:5]=1. The catalyst is [Pd]. The product is [NH2:3][C:4]1[N:9]=[C:8]([CH2:10][CH2:11][CH2:12][CH2:13][OH:14])[CH:7]=[C:6]([NH:15][C:16]2[CH:17]=[CH:18][C:19]([O:22][C:23]3[CH:28]=[CH:27][N:26]=[C:25]([C:29]([F:32])([F:31])[F:30])[CH:24]=3)=[CH:20][CH:21]=2)[N:5]=1. The yield is 0.670.